Dataset: Full USPTO retrosynthesis dataset with 1.9M reactions from patents (1976-2016). Task: Predict the reactants needed to synthesize the given product. (1) Given the product [O-:7][P:6]([O:9][P:10]([O-:13])([O-:12])=[O:11])(=[O:5])[O-:8].[Ca+2:3].[Ca+2:3], predict the reactants needed to synthesize it. The reactants are: O.[Cl-].[Ca+2:3].[Cl-].[O-:5][P:6]([O:9][P:10]([O-:13])([O-:12])=[O:11])(=[O:8])[O-:7].[Na+].[Na+].[Na+].[Na+]. (2) The reactants are: S(Cl)(Cl)=O.[C:5]([C:7]1[C:8]([N:19]2[CH2:22][CH:21]([C:23]([OH:25])=O)[CH2:20]2)=[N:9][C:10]([CH3:18])=[C:11]([C:13]([O:15][CH2:16][CH3:17])=[O:14])[CH:12]=1)#[N:6].[CH3:26][C:27]1[CH:32]=[CH:31][C:30]([CH2:33][S:34]([NH2:37])(=[O:36])=[O:35])=[CH:29][CH:28]=1.CN(C(ON1N=NC2C=CC=NC1=2)=[N+](C)C)C.F[P-](F)(F)(F)(F)F.CCN(C(C)C)C(C)C. Given the product [C:5]([C:7]1[C:8]([N:19]2[CH2:20][CH:21]([C:23]([NH:37][S:34]([CH2:33][C:30]3[CH:31]=[CH:32][C:27]([CH3:26])=[CH:28][CH:29]=3)(=[O:35])=[O:36])=[O:25])[CH2:22]2)=[N:9][C:10]([CH3:18])=[C:11]([CH:12]=1)[C:13]([O:15][CH2:16][CH3:17])=[O:14])#[N:6], predict the reactants needed to synthesize it. (3) Given the product [NH2:26][C:22]1[C:23]([CH3:25])=[N:24][C:19]([O:18][CH2:17][C:16]([N:15]([CH:12]2[CH2:13][CH2:14][N:9]([CH2:8][CH:2]3[CH2:7][CH2:6][CH2:5][CH2:4][CH2:3]3)[CH2:10][CH2:11]2)[CH3:36])=[O:35])=[N:20][C:21]=1[CH3:34], predict the reactants needed to synthesize it. The reactants are: Cl.[CH:2]1([CH2:8][N:9]2[CH2:14][CH2:13][CH:12]([N:15]([CH3:36])[C:16](=[O:35])[CH2:17][O:18][C:19]3[N:24]=[C:23]([CH3:25])[C:22]([NH:26]C(=O)OC(C)(C)C)=[C:21]([CH3:34])[N:20]=3)[CH2:11][CH2:10]2)[CH2:7][CH2:6][CH2:5][CH2:4][CH2:3]1.[OH-].[Na+]. (4) Given the product [CH3:20][O:19][C:17](=[O:18])[CH2:6][CH:5]([CH2:9][CH2:8][C:10]1[CH:11]=[CH:12][C:13]([CH3:16])=[CH:14][CH:15]=1)[NH:4][C:1](=[O:3])[CH3:2], predict the reactants needed to synthesize it. The reactants are: [C:1]([NH:4][C:5]1[CH:9]=[C:8]([C:10]2[CH:15]=[CH:14][C:13]([CH3:16])=[CH:12][CH:11]=2)S[C:6]=1[C:17]([O:19][CH3:20])=[O:18])(=[O:3])[CH3:2]. (5) The reactants are: CO[C:3](=[O:29])[C:4]1[CH:9]=[C:8]([C:10]2[N:11]([CH2:16][CH2:17][O:18][CH2:19][Si:20]([CH3:23])([CH3:22])[CH3:21])[N:12]=[C:13]([CH3:15])[CH:14]=2)[C:7]([C:24]([F:27])([F:26])[F:25])=[CH:6][C:5]=1[NH2:28].CC[N:32]([CH2:35]C)CC.[CH3:37][S:38]([NH:41]N)(=[O:40])=[O:39].[OH-:43].[Na+]. Given the product [CH3:15][C:13]1[CH:14]=[C:10]([C:8]2[CH:9]=[C:4]3[C:5](=[CH:6][C:7]=2[C:24]([F:26])([F:25])[F:27])[NH:28][C:35](=[O:43])[N:32]([NH:41][S:38]([CH3:37])(=[O:40])=[O:39])[C:3]3=[O:29])[N:11]([CH2:16][CH2:17][O:18][CH2:19][Si:20]([CH3:22])([CH3:23])[CH3:21])[N:12]=1, predict the reactants needed to synthesize it. (6) Given the product [F:1][C:2]1[CH:7]=[C:6]([F:8])[CH:5]=[CH:4][C:3]=1[C:9]1[CH:14]=[CH:13][CH:12]=[C:11]([N:15]2[CH2:16][CH2:17][NH:18][CH2:19][CH2:20]2)[CH:10]=1, predict the reactants needed to synthesize it. The reactants are: [F:1][C:2]1[CH:7]=[C:6]([F:8])[CH:5]=[CH:4][C:3]=1[C:9]1[CH:14]=[CH:13][CH:12]=[C:11]([N:15]2[CH2:20][CH2:19][N:18](C(OC(C)(C)C)=O)[CH2:17][CH2:16]2)[CH:10]=1. (7) Given the product [NH2:12][C:11]1[C:10]([C:9]#[N:13])=[C:7]([CH:2]2[CH2:3][CH2:4][CH2:5][CH2:6][O:1]2)[C:16]([C:17]#[N:18])=[C:15]([CH3:19])[N:14]=1, predict the reactants needed to synthesize it. The reactants are: [O:1]1[CH2:6][CH2:5][CH2:4][CH2:3][CH:2]1[CH:7]=O.[C:9](#[N:13])[CH2:10][C:11]#[N:12].[NH2:14]/[C:15](/[CH3:19])=[CH:16]\[C:17]#[N:18].C[O-].[Na+].